From a dataset of Reaction yield outcomes from USPTO patents with 853,638 reactions. Predict the reaction yield, written as a fraction of the theoretical maximum amount of product (1.0 means a 100% yield; for example, 0.34 means a 34% yield). (1) The reactants are Br[C:2]1[C:10]2[C:5](=[CH:6][CH:7]=[C:8]([C:11]3[N:15]=[CH:14][N:13]([C:16]([C:29]4[CH:34]=[CH:33][CH:32]=[CH:31][CH:30]=4)([C:23]4[CH:28]=[CH:27][CH:26]=[CH:25][CH:24]=4)[C:17]4[CH:22]=[CH:21][CH:20]=[CH:19][CH:18]=4)[N:12]=3)[CH:9]=2)[N:4]([CH:35]2[CH2:40][CH2:39][CH2:38][CH2:37][O:36]2)[N:3]=1.ClCCl.P([O-])([O-])([O-])=O.[K+].[K+].[K+]. The catalyst is COCCOC.NC1C=C(B(O)O)C=CC=1.C1(P(C2C=CC=CC=2)[C-]2C=CC=C2)C=CC=CC=1.[C-]1(P(C2C=CC=CC=2)C2C=CC=CC=2)C=CC=C1.[Fe+2]. The product is [O:36]1[CH2:37][CH2:38][CH2:39][CH2:40][CH:35]1[N:4]1[C:5]2[C:10](=[CH:9][C:8]([C:11]3[N:15]=[CH:14][N:13]([C:16]([C:23]4[CH:28]=[CH:27][CH:26]=[CH:25][CH:24]=4)([C:17]4[CH:22]=[CH:21][CH:20]=[CH:19][CH:18]=4)[C:29]4[CH:30]=[CH:31][CH:32]=[CH:33][CH:34]=4)[N:12]=3)=[CH:7][CH:6]=2)[C:2]([C:7]2[CH:6]=[C:5]([NH2:4])[CH:10]=[CH:9][CH:8]=2)=[N:3]1. The yield is 0.790. (2) The reactants are [CH3:1][N:2]1[CH2:7][CH2:6][N:5]([C:8]2[CH:13]=[C:12]([C:14]3[N:22]4[C:17]([C:18]([NH2:23])=[N:19][CH:20]=[N:21]4)=[CH:16][CH:15]=3)[CH:11]=[CH:10][N:9]=2)[CH2:4][CH2:3]1.[Br:24]N1C(C)(C)C(=O)N(Br)C1=O. The catalyst is O1CCCC1. The product is [Br:24][C:16]1[CH:15]=[C:14]([C:12]2[CH:11]=[CH:10][N:9]=[C:8]([N:5]3[CH2:6][CH2:7][N:2]([CH3:1])[CH2:3][CH2:4]3)[CH:13]=2)[N:22]2[C:17]=1[C:18]([NH2:23])=[N:19][CH:20]=[N:21]2. The yield is 0.190. (3) The reactants are C([O:3][C:4]([C:6]1[S:7][C:8]2[CH2:9][CH2:10][O:11][C:12]3[CH:19]=[C:18]([Br:20])[CH:17]=[CH:16][C:13]=3[C:14]=2[N:15]=1)=[O:5])C.CO.O.[OH-].[Na+]. The catalyst is C1COCC1. The product is [Br:20][C:18]1[CH:17]=[CH:16][C:13]2[C:14]3[N:15]=[C:6]([C:4]([OH:5])=[O:3])[S:7][C:8]=3[CH2:9][CH2:10][O:11][C:12]=2[CH:19]=1. The yield is 0.610. (4) The reactants are [O:1]=[C:2]([CH3:8])/[CH:3]=[CH:4]/[C:5]([OH:7])=O.[CH3:9][CH2:10]N(CC)CC.C(OC(Cl)=O)[CH:17]([CH3:19])C.[NH:24](CC)CC.Cl. The catalyst is C(Cl)Cl. The product is [CH2:9](/[C:3](/[C:2](=[O:1])[CH3:8])=[C:4](/[CH2:17][CH3:19])\[C:5]([NH2:24])=[O:7])[CH3:10]. The yield is 0.710.